Dataset: Full USPTO retrosynthesis dataset with 1.9M reactions from patents (1976-2016). Task: Predict the reactants needed to synthesize the given product. (1) Given the product [Br:24][C:14]1[C:9]([CH2:8][CH2:15][C:16]([O:18][CH2:19][CH3:20])=[O:17])=[CH:10][CH:11]=[CH:12][CH:13]=1, predict the reactants needed to synthesize it. The reactants are: [O-]CC.[Na+].C(O)C.[CH2:8]([CH:15](C(C)=O)[C:16]([O:18][CH2:19][CH3:20])=[O:17])[C:9]1[CH:14]=[CH:13][CH:12]=[CH:11][CH:10]=1.[Br:24]N1C(=O)CCC1=O. (2) Given the product [CH3:1][N:2]1[CH:6]([C:7]([O:9][C:10]([CH3:11])([CH3:13])[CH3:12])=[O:8])[CH2:5][N:4]([C:16]2[CH:21]=[CH:20][CH:19]=[CH:18][N:17]=2)[C:3]1=[O:14], predict the reactants needed to synthesize it. The reactants are: [CH3:1][N:2]1[CH:6]([C:7]([O:9][C:10]([CH3:13])([CH3:12])[CH3:11])=[O:8])[CH2:5][NH:4][C:3]1=[O:14].Br[C:16]1[CH:21]=[CH:20][CH:19]=[CH:18][N:17]=1.C(=O)([O-])[O-].[Cs+].[Cs+].CC1(C)C2C(=C(P(C3C=CC=CC=3)C3C=CC=CC=3)C=CC=2)OC2C(P(C3C=CC=CC=3)C3C=CC=CC=3)=CC=CC1=2.